Dataset: NCI-60 drug combinations with 297,098 pairs across 59 cell lines. Task: Regression. Given two drug SMILES strings and cell line genomic features, predict the synergy score measuring deviation from expected non-interaction effect. (1) Drug 1: CC1=C2C(C(=O)C3(C(CC4C(C3C(C(C2(C)C)(CC1OC(=O)C(C(C5=CC=CC=C5)NC(=O)OC(C)(C)C)O)O)OC(=O)C6=CC=CC=C6)(CO4)OC(=O)C)OC)C)OC. Drug 2: COC1=C2C(=CC3=C1OC=C3)C=CC(=O)O2. Cell line: HCT-15. Synergy scores: CSS=43.1, Synergy_ZIP=-5.50, Synergy_Bliss=-13.2, Synergy_Loewe=-76.7, Synergy_HSA=-14.5. (2) Drug 1: C1=NNC2=C1C(=O)NC=N2. Drug 2: COC1=C2C(=CC3=C1OC=C3)C=CC(=O)O2. Cell line: SK-OV-3. Synergy scores: CSS=2.25, Synergy_ZIP=1.40, Synergy_Bliss=4.52, Synergy_Loewe=0.619, Synergy_HSA=1.48. (3) Drug 1: C1CC(=O)NC(=O)C1N2CC3=C(C2=O)C=CC=C3N. Drug 2: N.N.Cl[Pt+2]Cl. Cell line: ACHN. Synergy scores: CSS=0.697, Synergy_ZIP=-1.89, Synergy_Bliss=-3.68, Synergy_Loewe=-2.40, Synergy_HSA=-2.53. (4) Drug 1: CN1CCC(CC1)COC2=C(C=C3C(=C2)N=CN=C3NC4=C(C=C(C=C4)Br)F)OC. Drug 2: C1=C(C(=O)NC(=O)N1)F. Cell line: NCI-H522. Synergy scores: CSS=17.6, Synergy_ZIP=-11.6, Synergy_Bliss=-7.27, Synergy_Loewe=-12.3, Synergy_HSA=-5.55. (5) Drug 1: C1=CC(=CC=C1CC(C(=O)O)N)N(CCCl)CCCl.Cl. Drug 2: CN1C2=C(C=C(C=C2)N(CCCl)CCCl)N=C1CCCC(=O)O.Cl. Cell line: UO-31. Synergy scores: CSS=3.52, Synergy_ZIP=-3.86, Synergy_Bliss=-5.93, Synergy_Loewe=-5.12, Synergy_HSA=-5.08.